This data is from Full USPTO retrosynthesis dataset with 1.9M reactions from patents (1976-2016). The task is: Predict the reactants needed to synthesize the given product. (1) Given the product [NH2:11][C:10]1[NH:3][N:2]=[C:7]([CH3:8])[C:9]=1[C:12]#[N:13], predict the reactants needed to synthesize it. The reactants are: O.[NH2:2][NH2:3].C(O[C:7](=[C:9]([C:12]#[N:13])[C:10]#[N:11])[CH3:8])C.O. (2) Given the product [C:1]1([C:7]2[CH:11]=[C:10]([C:12]3[CH:17]=[CH:16][CH:15]=[CH:14][CH:13]=3)[N:9]([CH2:18][C:19]([N:63]3[CH2:62][CH2:61][CH:60]([C:57]4[N:56]=[CH:55][C:54]([Cl:53])=[CH:59][N:58]=4)[CH2:65][CH2:64]3)=[O:20])[N:8]=2)[CH:6]=[CH:5][CH:4]=[CH:3][CH:2]=1, predict the reactants needed to synthesize it. The reactants are: [C:1]1([C:7]2[CH:11]=[C:10]([C:12]3[CH:17]=[CH:16][CH:15]=[CH:14][CH:13]=3)[N:9]([CH2:18][C:19](O)=[O:20])[N:8]=2)[CH:6]=[CH:5][CH:4]=[CH:3][CH:2]=1.CCN(C(C)C)C(C)C.CN(C(ON1N=NC2C=CC=CC1=2)=[N+](C)C)C.[B-](F)(F)(F)F.[Cl:53][C:54]1[CH:55]=[N:56][C:57]([CH:60]2[CH2:65][CH2:64][NH:63][CH2:62][CH2:61]2)=[N:58][CH:59]=1.N. (3) Given the product [CH2:5]([O:13][C:14]1[CH:15]=[C:16]([CH:19]=[CH:20][C:21]=1[O:22][CH3:23])[CH:17]=[O:18])[CH:4]=[CH2:11], predict the reactants needed to synthesize it. The reactants are: C(O[C:4]1[CH:5]=C(C=C[C:11]=1C)C=O)C.[OH:13][C:14]1[CH:15]=[C:16]([CH:19]=[CH:20][C:21]=1[O:22][CH3:23])[CH:17]=[O:18].C(Br)C=C.C([O-])([O-])=O.[K+].[K+]. (4) Given the product [Cl:1][CH2:2][CH2:3][CH2:4][CH2:5][N:6]1[C@@H:10](/[CH:11]=[CH:12]/[CH:13]([OH:21])[CH2:14][C:15]2[CH:20]=[CH:19][CH:18]=[CH:17][CH:16]=2)[CH2:9][CH2:8][C:7]1=[O:22], predict the reactants needed to synthesize it. The reactants are: [Cl:1][CH2:2][CH2:3][CH2:4][CH2:5][N:6]1[C@@H:10](/[CH:11]=[CH:12]/[C:13](=[O:21])[CH2:14][C:15]2[CH:20]=[CH:19][CH:18]=[CH:17][CH:16]=2)[CH2:9][CH2:8][C:7]1=[O:22].[BH4-].[Na+].